The task is: Predict the reactants needed to synthesize the given product.. This data is from Full USPTO retrosynthesis dataset with 1.9M reactions from patents (1976-2016). (1) Given the product [Br-:39].[C:28]([C:32]1[CH:33]=[CH:34][C:1]([N+:3]2[CH2:12][CH2:11][C:10]3[C:5](=[CH:6][C:7]([O:15][CH3:16])=[C:8]([NH:13][CH3:14])[CH:9]=3)[C:4]=2[CH2:17][CH2:18][CH2:19][CH2:20][CH2:21][CH2:22][CH2:23][CH2:24][CH2:25][CH2:26][CH3:27])=[CH:2][CH:37]=1)([CH3:31])([CH3:30])[CH3:29], predict the reactants needed to synthesize it. The reactants are: [CH2:1]([N+:3]1[CH2:12][CH2:11][C:10]2[C:5](=[CH:6][C:7]([O:15][CH3:16])=[C:8]([NH:13][CH3:14])[CH:9]=2)[C:4]=1[CH2:17][CH2:18][CH2:19][CH2:20][CH2:21][CH2:22][CH2:23][CH2:24][CH2:25][CH2:26][CH3:27])[CH3:2].[C:28]([C:32]1[CH:37]=CC(C[Br:39])=[CH:34][CH:33]=1)([CH3:31])([CH3:30])[CH3:29]. (2) Given the product [CH2:24]([O:23][C@@H:18]([CH2:17][C:14]1[CH:13]=[CH:12][C:11]([C:8]2[S:7][C:6]([NH:5][CH3:4])=[N:10][CH:9]=2)=[CH:16][CH:15]=1)[C:19]([OH:21])=[O:20])[CH3:25], predict the reactants needed to synthesize it. The reactants are: C([CH2:4][NH:5][C:6]1[S:7][C:8]([C:11]2[CH:16]=[CH:15][C:14]([CH2:17][C@H:18]([O:23][CH2:24][CH3:25])[C:19]([O:21]C)=[O:20])=[CH:13][CH:12]=2)=[CH:9][N:10]=1)(=O)C.[OH-].[Na+]. (3) Given the product [N:49]1([C:2]2[CH:12]=[C:11]([N+:13]([O-:15])=[O:14])[CH:10]=[CH:9][C:3]=2[C:4]([O:6][CH2:7][CH3:8])=[O:5])[CH2:54][CH2:53][O:52][CH2:51][CH2:50]1, predict the reactants needed to synthesize it. The reactants are: Cl[C:2]1[CH:12]=[C:11]([N+:13]([O-:15])=[O:14])[CH:10]=[CH:9][C:3]=1[C:4]([O:6][CH2:7][CH3:8])=[O:5].C1(P(C2CCCCC2)C2C=CC=CC=2C2C=CC=CC=2)CCCCC1.P([O-])([O-])([O-])=O.[K+].[K+].[K+].[NH:49]1[CH2:54][CH2:53][O:52][CH2:51][CH2:50]1. (4) Given the product [NH2:20][C:16]1[CH:15]=[C:14]2[C:19](=[CH:18][CH:17]=1)[N:10]([CH2:9][CH2:8][CH2:7][N:4]1[CH2:3][CH2:2][O:1][CH2:6][CH2:5]1)[C:11](=[O:23])[CH2:12][CH2:13]2, predict the reactants needed to synthesize it. The reactants are: [O:1]1[CH2:6][CH2:5][N:4]([CH2:7][CH2:8][CH2:9][N:10]2[C:19]3[C:14](=[CH:15][C:16]([N+:20]([O-])=O)=[CH:17][CH:18]=3)[CH2:13][CH2:12][C:11]2=[O:23])[CH2:3][CH2:2]1.O.NN.